From a dataset of Forward reaction prediction with 1.9M reactions from USPTO patents (1976-2016). Predict the product of the given reaction. (1) Given the reactants N(C(OC(C)C)=O)=NC(OC(C)C)=O.[OH:15][C:16]1[CH:21]=[CH:20][C:19](O)=[CH:18][C:17]=1[Cl:23].O[C@H:25]1[CH2:29][CH2:28][N:27](C(OC(C)(C)C)=O)[CH2:26]1.C1(P(C2C=CC=CC=2)C2C=CC=CC=2)C=CC=CC=1, predict the reaction product. The product is: [ClH:23].[Cl:23][C:17]1[CH:18]=[CH:19][CH:20]=[CH:21][C:16]=1[O:15][C@@H:25]1[CH2:29][CH2:28][NH:27][CH2:26]1. (2) Given the reactants Cl.C([O:9][CH2:10][C@@H:11]1[O:20][CH2:19][C@@:18]2([C:21]3[CH:26]=[CH:25][CH:24]=[CH:23][C:22]=3[F:27])[C@H:13]([CH2:14][S:15][C:16]([NH2:28])=[N:17]2)[CH2:12]1)C1C=CC=CC=1.[OH-].[Na+], predict the reaction product. The product is: [NH2:28][C:16]1[S:15][CH2:14][C@H:13]2[C@:18]([C:21]3[CH:26]=[CH:25][CH:24]=[CH:23][C:22]=3[F:27])([CH2:19][O:20][C@@H:11]([CH2:10][OH:9])[CH2:12]2)[N:17]=1. (3) Given the reactants [CH3:1][C:2]1([CH3:24])[C:11]2[C:6](=[N:7][CH:8]=[CH:9][N:10]=2)/[C:5](=[CH:12]/[C:13]2[CH:18]=[CH:17][CH:16]=[CH:15][C:14]=2[C:19]([F:22])([F:21])[F:20])/[O:4][C:3]1=[O:23].C(N(CC)CC)C.CC(C)(O)C#N, predict the reaction product. The product is: [CH3:1][C:2]1([CH3:24])[C:11]2[N:10]=[CH:9][CH:8]=[N:7][C:6]=2[C:5](=[O:4])[CH:12]([C:13]2[CH:18]=[CH:17][CH:16]=[CH:15][C:14]=2[C:19]([F:20])([F:21])[F:22])[C:3]1=[O:23]. (4) Given the reactants [F:1][C:2]([F:20])([F:19])[C:3]1[CH:8]=[CH:7][CH:6]=[CH:5][C:4]=1[C:9]1[CH:14]=[CH:13][N:12]2[CH:15]=[N:16][C:17]([NH2:18])=[C:11]2[N:10]=1.[N:21]1[CH:26]=[CH:25][CH:24]=[CH:23][C:22]=1[C:27](O)=[O:28].CN(C(ON1N=NC2C=CC=NC1=2)=[N+](C)C)C.F[P-](F)(F)(F)(F)F.CCN(C(C)C)C(C)C, predict the reaction product. The product is: [F:20][C:2]([F:1])([F:19])[C:3]1[CH:8]=[CH:7][CH:6]=[CH:5][C:4]=1[C:9]1[CH:14]=[CH:13][N:12]2[CH:15]=[N:16][C:17]([NH:18][C:27](=[O:28])[C:22]3[CH:23]=[CH:24][CH:25]=[CH:26][N:21]=3)=[C:11]2[N:10]=1.